Dataset: Reaction yield outcomes from USPTO patents with 853,638 reactions. Task: Predict the reaction yield, written as a fraction of the theoretical maximum amount of product (1.0 means a 100% yield; for example, 0.34 means a 34% yield). (1) The reactants are [O:1]([CH2:8][C@@H:9]1[CH2:13][CH2:12][CH2:11][N:10]1[C:14]([O:16][C:17]([CH3:20])([CH3:19])[CH3:18])=[O:15])[C:2]1[CH:7]=[CH:6]C=[CH:4][CH:3]=1.OC1C=C[N:25]=CC=1. No catalyst specified. The product is [C:17]([O:16][C:14]([N:10]1[CH2:11][CH2:12][CH2:13][CH:9]1[CH2:8][O:1][C:2]1[CH:7]=[CH:6][N:25]=[CH:4][CH:3]=1)=[O:15])([CH3:20])([CH3:19])[CH3:18]. The yield is 0.470. (2) The reactants are Cl.[Br:2][C:3]1[CH:10]=[CH:9][C:6]([CH2:7][NH2:8])=[CH:5][CH:4]=1.O.C(N(CC)CC)C.[C:19](ON1C(=O)CCC1=O)([O:21][CH2:22][CH2:23][Si:24]([CH3:27])([CH3:26])[CH3:25])=[O:20]. The catalyst is CN(C=O)C.CCOC(C)=O. The product is [Br:2][C:3]1[CH:10]=[CH:9][C:6]([CH2:7][NH:8][C:19](=[O:20])[O:21][CH2:22][CH2:23][Si:24]([CH3:27])([CH3:26])[CH3:25])=[CH:5][CH:4]=1. The yield is 0.790. (3) The product is [C:1]([O:4][C@H:5]1[C@@H:20]([O:21][C:22](=[O:24])[CH3:23])[C@H:19]([O:25][C:26](=[O:28])[CH3:27])[C@@H:18]([CH2:29][O:30][C:31](=[O:33])[CH3:32])[O:17][C@@H:6]1[O:7][C:8]1[C:13]([Cl:14])=[CH:12][C:11]([N:42]2[C:43]3[C:39](=[CH:38][C:37]([N+:34]([O-:36])=[O:35])=[CH:45][CH:44]=3)[CH:40]=[CH:41]2)=[CH:10][C:9]=1[Cl:16])(=[O:3])[CH3:2]. The reactants are [C:1]([O:4][C@H:5]1[C@@H:20]([O:21][C:22](=[O:24])[CH3:23])[C@H:19]([O:25][C:26](=[O:28])[CH3:27])[C@@H:18]([CH2:29][O:30][C:31](=[O:33])[CH3:32])[O:17][C@@H:6]1[O:7][C:8]1[C:13]([Cl:14])=[CH:12][C:11](I)=[CH:10][C:9]=1[Cl:16])(=[O:3])[CH3:2].[N+:34]([C:37]1[CH:38]=[C:39]2[C:43](=[CH:44][CH:45]=1)[NH:42][CH:41]=[CH:40]2)([O-:36])=[O:35]. No catalyst specified. The yield is 0.570. (4) The reactants are [N+:1]([C:4]1[CH:5]=[C:6]2[C:11](=[O:12])[O:10][C:8](=O)[C:7]2=[CH:13][CH:14]=1)([O-:3])=[O:2].[NH2:15][CH2:16][CH2:17][CH2:18][CH2:19][CH2:20][C:21]([OH:23])=[O:22]. No catalyst specified. The product is [N+:1]([C:4]1[CH:5]=[C:6]2[C:11](=[O:12])[N:15]([CH2:16][CH2:17][CH2:18][CH2:19][CH2:20][C:21]([OH:23])=[O:22])[C:8](=[O:10])[C:7]2=[CH:13][CH:14]=1)([O-:3])=[O:2]. The yield is 0.970.